Dataset: Catalyst prediction with 721,799 reactions and 888 catalyst types from USPTO. Task: Predict which catalyst facilitates the given reaction. (1) Product: [Cl:1][C:2]1[CH:27]=[CH:26][C:5]2[NH:6][C:7]([S:9][C:10]3[C:18]4[NH:17][CH:16]=[C:15]([S:19]([CH3:22])(=[O:20])=[O:21])[C:14]=4[C:13]([NH2:23])=[CH:12][CH:11]=3)=[N:8][C:4]=2[CH:3]=1. The catalyst class is: 8. Reactant: [Cl:1][C:2]1[CH:27]=[CH:26][C:5]2[NH:6][C:7]([S:9][C:10]3[CH:11]=[CH:12][C:13]([N+:23]([O-])=O)=[C:14]4[C:18]=3[NH:17][CH:16]=[C:15]4[S:19]([CH3:22])(=[O:21])=[O:20])=[N:8][C:4]=2[CH:3]=1.[Sn](Cl)Cl. (2) Reactant: CC1C=N[C:5]2[C:6]3[O:15][C@@H:14]([CH2:16]OS(C4C=CC(Br)=CC=4)(=O)=O)[CH2:13][O:12][C:7]=3[CH:8]=[CH:9][C:10]=2C=1.[NH:28]1[CH2:31][CH:30]([CH2:32][C:33]2[C:41]3[C:36](=[CH:37][CH:38]=[C:39]([F:42])[CH:40]=3)[NH:35][CH:34]=2)[CH2:29]1.C([N:45]([CH2:48][CH3:49])[CH2:46][CH3:47])C. Product: [F:42][C:39]1[CH:40]=[C:41]2[C:36](=[CH:37][CH:38]=1)[NH:35][CH:34]=[C:33]2[CH2:32][CH:30]1[CH2:31][N:28]([CH2:16][CH:14]2[O:15][C:6]3=[C:5]4[C:46](=[CH:47][CH:8]=[C:7]3[O:12][CH2:13]2)[N:45]=[C:48]([CH3:49])[CH:9]=[CH:10]4)[CH2:29]1. The catalyst class is: 16. (3) Reactant: [Cl:1][C:2]1[S:6][C:5]([C:7]([NH:9][C:10]([CH2:17][O:18][CH3:19])([CH2:14][O:15][CH3:16])[C:11]([OH:13])=O)=[O:8])=[CH:4][CH:3]=1.C(OC1C=CC2C(=CC=CC=2)N1C(OCC)=O)C.[CH3:38][N:39]1[CH2:45][CH2:44][C:43]2[CH:46]=[C:47]([NH2:50])[CH:48]=[CH:49][C:42]=2[CH2:41][CH2:40]1. Product: [CH3:16][O:15][CH2:14][C:10]([NH:9][C:7]([C:5]1[S:6][C:2]([Cl:1])=[CH:3][CH:4]=1)=[O:8])([CH2:17][O:18][CH3:19])[C:11](=[O:13])[NH:50][C:47]1[CH:48]=[CH:49][C:42]2[CH2:41][CH2:40][N:39]([CH3:38])[CH2:45][CH2:44][C:43]=2[CH:46]=1. The catalyst class is: 1. (4) Reactant: [CH2:1]=[C:2]([C:4]1[CH:9]=[CH:8][N:7]=[C:6]([NH2:10])[CH:5]=1)[CH3:3]. Product: [CH:2]([C:4]1[CH:9]=[CH:8][N:7]=[C:6]([NH2:10])[CH:5]=1)([CH3:3])[CH3:1]. The catalyst class is: 105. (5) Reactant: C[O:2][C:3]([C:5]1[C:9]([NH:10][C:11](=[O:20])[C:12]2[C:17]([F:18])=[CH:16][CH:15]=[CH:14][C:13]=2[F:19])=[CH:8][NH:7][N:6]=1)=[O:4]. Product: [F:18][C:17]1[CH:16]=[CH:15][CH:14]=[C:13]([F:19])[C:12]=1[C:11]([NH:10][C:9]1[C:5]([C:3]([OH:4])=[O:2])=[N:6][NH:7][CH:8]=1)=[O:20]. The catalyst class is: 562. (6) Reactant: [CH2:1]([O:3][C:4]([C:6]1[NH:7][C:8]([C:12]2[C:13]([O:19]C)=[N:14][CH:15]=[CH:16][C:17]=2I)=[N:9][C:10]=1[CH3:11])=[O:5])[CH3:2].Cl.C(N(CC)CC)C.[NH2:29][CH2:30][C@H:31]([C:33]1[CH:38]=[CH:37][CH:36]=[C:35]([Cl:39])[CH:34]=1)[OH:32]. Product: [CH2:1]([O:3][C:4]([C:6]1[NH:7][C:8]([C:12]2[C:13](=[O:19])[NH:14][CH:15]=[CH:16][C:17]=2[NH:29][CH2:30][CH:31]([C:33]2[CH:38]=[CH:37][CH:36]=[C:35]([Cl:39])[CH:34]=2)[OH:32])=[N:9][C:10]=1[CH3:11])=[O:5])[CH3:2]. The catalyst class is: 15.